Task: Predict the reaction yield, written as a fraction of the theoretical maximum amount of product (1.0 means a 100% yield; for example, 0.34 means a 34% yield).. Dataset: Reaction yield outcomes from USPTO patents with 853,638 reactions (1) The reactants are [Cl:1][C:2]1[C:10]2[C:9]([N:11]3[CH2:14][CH:13]([NH:15]C(=O)OC(C)(C)C)[CH2:12]3)=[N:8][C:7]([S:23][C:24]3[CH:33]=[N:32][C:31]4[C:26](=[N:27][CH:28]=[CH:29][N:30]=4)[CH:25]=3)=[N:6][C:5]=2[NH:4][C:3]=1[CH2:34][CH3:35].C(Cl)Cl.C(O)(C(F)(F)F)=O. The catalyst is C(OCC)C. The product is [Cl:1][C:2]1[C:10]2[C:9]([N:11]3[CH2:14][CH:13]([NH2:15])[CH2:12]3)=[N:8][C:7]([S:23][C:24]3[CH:33]=[N:32][C:31]4[C:26](=[N:27][CH:28]=[CH:29][N:30]=4)[CH:25]=3)=[N:6][C:5]=2[NH:4][C:3]=1[CH2:34][CH3:35]. The yield is 0.790. (2) The reactants are [F:1][C:2]([F:18])([F:17])[C:3]([C:9]1[CH:14]=[CH:13][C:12]([CH:15]=[CH2:16])=[CH:11][CH:10]=1)([OH:8])[C:4]([F:7])([F:6])[F:5].[H-].[Na+].[CH3:21][O:22][CH2:23]Cl. The catalyst is C1COCC1. The product is [F:1][C:2]([F:17])([F:18])[C:3]([C:9]1[CH:14]=[CH:13][C:12]([CH:15]=[CH2:16])=[CH:11][CH:10]=1)([O:8][CH2:21][O:22][CH3:23])[C:4]([F:6])([F:5])[F:7]. The yield is 0.340. (3) No catalyst specified. The reactants are [F:1][C:2]1[CH:7]=[CH:6][C:5]([C:8]#[C:9][C@:10]2([OH:17])[CH2:14][CH2:13][N:12]([CH3:15])[C:11]2=[O:16])=[CH:4][C:3]=1[N:18]1[C:22]2[CH2:23][CH2:24][CH2:25][C:21]=2[C:20]([C:26]([O:28]CC)=O)=[N:19]1.[NH3:31]. The yield is 0.200. The product is [F:1][C:2]1[CH:7]=[CH:6][C:5]([C:8]#[C:9][C@:10]2([OH:17])[CH2:14][CH2:13][N:12]([CH3:15])[C:11]2=[O:16])=[CH:4][C:3]=1[N:18]1[C:22]2[CH2:23][CH2:24][CH2:25][C:21]=2[C:20]([C:26]([NH2:31])=[O:28])=[N:19]1. (4) No catalyst specified. The yield is 0.590. The product is [F:23][C:20]1[CH:19]=[CH:18][C:17]([C:13]2[C:12]([CH2:11][O:10][C:7]3[CH:8]=[CH:9][C:4]([C:3]([NH:29][C@@H:26]([CH3:25])[CH2:27][OH:28])=[O:24])=[CH:5][N:6]=3)=[CH:16][O:15][N:14]=2)=[CH:22][CH:21]=1. The reactants are CO[C:3](=[O:24])[C:4]1[CH:9]=[CH:8][C:7]([O:10][CH2:11][C:12]2[C:13]([C:17]3[CH:22]=[CH:21][C:20]([F:23])=[CH:19][CH:18]=3)=[N:14][O:15][CH:16]=2)=[N:6][CH:5]=1.[CH3:25][C@H:26]([NH2:29])[CH2:27][OH:28]. (5) The catalyst is C1C=CC(P(C2C=CC=CC=2)[C-]2C=CC=C2)=CC=1.C1C=CC(P(C2C=CC=CC=2)[C-]2C=CC=C2)=CC=1.Cl[Pd]Cl.[Fe+2].COCCOC. The yield is 0.190. The reactants are [CH2:1]([C:3]([F:22])([CH2:20][CH3:21])[CH2:4][N:5]1[CH2:10][CH2:9][CH:8]([CH2:11][O:12][C:13]2[CH:18]=[N:17][C:16](I)=[CH:15][N:14]=2)[CH2:7][CH2:6]1)[CH3:2].[CH3:23][O:24][C:25]([C:27]1[CH:32]=[CH:31][C:30](B(O)O)=[CH:29][CH:28]=1)=[O:26].C([O-])([O-])=O.[Cs+].[Cs+]. The product is [CH2:1]([C:3]([F:22])([CH2:20][CH3:21])[CH2:4][N:5]1[CH2:10][CH2:9][CH:8]([CH2:11][O:12][C:13]2[N:14]=[CH:15][C:16]([C:30]3[CH:31]=[CH:32][C:27]([C:25]([O:24][CH3:23])=[O:26])=[CH:28][CH:29]=3)=[N:17][CH:18]=2)[CH2:7][CH2:6]1)[CH3:2].